This data is from Forward reaction prediction with 1.9M reactions from USPTO patents (1976-2016). The task is: Predict the product of the given reaction. The product is: [NH2:37][C:32]1[CH:33]=[CH:34][CH:35]=[CH:36][C:31]=1[O:30][C:27]1[CH:26]=[CH:25][C:24]([C:16]2[C:17]3[C:18](=[N:19][CH:20]=[N:21][C:22]=3[NH2:23])[N:14]([C@H:11]3[CH2:12][CH2:13][C@@H:8]([N:5]4[CH2:6][CH2:7][N:2]([CH3:1])[CH2:3][CH2:4]4)[CH2:9][CH2:10]3)[N:15]=2)=[CH:29][CH:28]=1. Given the reactants [CH3:1][N:2]1[CH2:7][CH2:6][N:5]([C@@H:8]2[CH2:13][CH2:12][C@H:11]([N:14]3[C:18]4=[N:19][CH:20]=[N:21][C:22]([NH2:23])=[C:17]4[C:16]([C:24]4[CH:29]=[CH:28][C:27]([O:30][C:31]5[CH:36]=[CH:35][CH:34]=[CH:33][C:32]=5[N+:37]([O-])=O)=[CH:26][CH:25]=4)=[N:15]3)[CH2:10][CH2:9]2)[CH2:4][CH2:3]1.C(O)(=O)C, predict the reaction product.